Dataset: NCI-60 drug combinations with 297,098 pairs across 59 cell lines. Task: Regression. Given two drug SMILES strings and cell line genomic features, predict the synergy score measuring deviation from expected non-interaction effect. (1) Drug 1: CC(C)(C#N)C1=CC(=CC(=C1)CN2C=NC=N2)C(C)(C)C#N. Synergy scores: CSS=25.3, Synergy_ZIP=-9.10, Synergy_Bliss=-4.92, Synergy_Loewe=-8.57, Synergy_HSA=-8.46. Cell line: CAKI-1. Drug 2: N.N.Cl[Pt+2]Cl. (2) Drug 1: CC12CCC(CC1=CCC3C2CCC4(C3CC=C4C5=CN=CC=C5)C)O. Drug 2: CC12CCC3C(C1CCC2=O)CC(=C)C4=CC(=O)C=CC34C. Cell line: NCI/ADR-RES. Synergy scores: CSS=27.1, Synergy_ZIP=0.962, Synergy_Bliss=1.88, Synergy_Loewe=-13.0, Synergy_HSA=2.17. (3) Drug 1: C1=CN(C=N1)CC(O)(P(=O)(O)O)P(=O)(O)O. Drug 2: CN(CC1=CN=C2C(=N1)C(=NC(=N2)N)N)C3=CC=C(C=C3)C(=O)NC(CCC(=O)O)C(=O)O. Cell line: NCI-H522. Synergy scores: CSS=32.9, Synergy_ZIP=4.25, Synergy_Bliss=6.08, Synergy_Loewe=-30.2, Synergy_HSA=2.03. (4) Drug 1: CC(C1=C(C=CC(=C1Cl)F)Cl)OC2=C(N=CC(=C2)C3=CN(N=C3)C4CCNCC4)N. Drug 2: CCCCCOC(=O)NC1=NC(=O)N(C=C1F)C2C(C(C(O2)C)O)O. Cell line: NCI-H322M. Synergy scores: CSS=-6.51, Synergy_ZIP=1.05, Synergy_Bliss=-0.279, Synergy_Loewe=-4.53, Synergy_HSA=-3.85. (5) Drug 1: CC1C(C(CC(O1)OC2CC(OC(C2O)C)OC3=CC4=CC5=C(C(=O)C(C(C5)C(C(=O)C(C(C)O)O)OC)OC6CC(C(C(O6)C)O)OC7CC(C(C(O7)C)O)OC8CC(C(C(O8)C)O)(C)O)C(=C4C(=C3C)O)O)O)O. Drug 2: CC1=C(C(=O)C2=C(C1=O)N3CC4C(C3(C2COC(=O)N)OC)N4)N. Synergy scores: CSS=30.6, Synergy_ZIP=-4.05, Synergy_Bliss=-2.63, Synergy_Loewe=-4.03, Synergy_HSA=-0.828. Cell line: OVCAR-8. (6) Drug 1: CC1=CC=C(C=C1)C2=CC(=NN2C3=CC=C(C=C3)S(=O)(=O)N)C(F)(F)F. Drug 2: CC1=C(C=C(C=C1)NC(=O)C2=CC=C(C=C2)CN3CCN(CC3)C)NC4=NC=CC(=N4)C5=CN=CC=C5. Cell line: DU-145. Synergy scores: CSS=-1.16, Synergy_ZIP=1.37, Synergy_Bliss=3.38, Synergy_Loewe=0.889, Synergy_HSA=-1.53. (7) Drug 1: CC1=C(C(=CC=C1)Cl)NC(=O)C2=CN=C(S2)NC3=CC(=NC(=N3)C)N4CCN(CC4)CCO. Drug 2: CN(CC1=CN=C2C(=N1)C(=NC(=N2)N)N)C3=CC=C(C=C3)C(=O)NC(CCC(=O)O)C(=O)O. Cell line: SN12C. Synergy scores: CSS=22.6, Synergy_ZIP=-8.67, Synergy_Bliss=-4.17, Synergy_Loewe=-0.620, Synergy_HSA=0.358. (8) Drug 1: CC12CCC3C(C1CCC2O)C(CC4=C3C=CC(=C4)O)CCCCCCCCCS(=O)CCCC(C(F)(F)F)(F)F. Cell line: SNB-19. Synergy scores: CSS=21.4, Synergy_ZIP=-9.16, Synergy_Bliss=1.91, Synergy_Loewe=-25.6, Synergy_HSA=-0.692. Drug 2: CC1=C(C(=O)C2=C(C1=O)N3CC4C(C3(C2COC(=O)N)OC)N4)N. (9) Drug 1: CC1OCC2C(O1)C(C(C(O2)OC3C4COC(=O)C4C(C5=CC6=C(C=C35)OCO6)C7=CC(=C(C(=C7)OC)O)OC)O)O. Drug 2: CC1=C(C(=O)C2=C(C1=O)N3CC4C(C3(C2COC(=O)N)OC)N4)N. Cell line: MDA-MB-435. Synergy scores: CSS=20.9, Synergy_ZIP=-0.317, Synergy_Bliss=1.66, Synergy_Loewe=-1.20, Synergy_HSA=1.05. (10) Drug 1: C#CCC(CC1=CN=C2C(=N1)C(=NC(=N2)N)N)C3=CC=C(C=C3)C(=O)NC(CCC(=O)O)C(=O)O. Drug 2: B(C(CC(C)C)NC(=O)C(CC1=CC=CC=C1)NC(=O)C2=NC=CN=C2)(O)O. Cell line: NCI-H522. Synergy scores: CSS=20.4, Synergy_ZIP=0.663, Synergy_Bliss=1.36, Synergy_Loewe=0.0289, Synergy_HSA=0.000288.